Dataset: Full USPTO retrosynthesis dataset with 1.9M reactions from patents (1976-2016). Task: Predict the reactants needed to synthesize the given product. Given the product [NH:1]([C:22]([O:21][C:18]([CH3:20])([CH3:19])[CH3:17])=[O:23])[C@H:2]([C:5]([O:7][CH3:8])=[O:6])[CH2:3][OH:4], predict the reactants needed to synthesize it. The reactants are: [NH2:1][C@H:2]([C:5]([O:7][CH3:8])=[O:6])[CH2:3][OH:4].Cl.C(N(CC)CC)C.[CH3:17][C:18]([O:21][C:22](O[C:22]([O:21][C:18]([CH3:20])([CH3:19])[CH3:17])=[O:23])=[O:23])([CH3:20])[CH3:19].